Dataset: Forward reaction prediction with 1.9M reactions from USPTO patents (1976-2016). Task: Predict the product of the given reaction. (1) Given the reactants [F:1][C:2]1[C:7]([F:8])=[CH:6][CH:5]=[CH:4][C:3]=1[C:9]1[N:17]=[C:12]2[CH:13]=[N:14][NH:15][CH:16]=[C:11]2[N:10]=1.Cl[CH2:19][C:20]1[O:24][N:23]=[C:22]([C:25]2[CH:26]=[CH:27][C:28]([C:31]([F:34])([F:33])[F:32])=[N:29][CH:30]=2)[CH:21]=1, predict the reaction product. The product is: [F:1][C:2]1[C:7]([F:8])=[CH:6][CH:5]=[CH:4][C:3]=1[C:9]1[N:17]=[C:12]2[CH:13]=[N:14][N:15]([CH2:19][C:20]3[O:24][N:23]=[C:22]([C:25]4[CH:30]=[N:29][C:28]([C:31]([F:34])([F:32])[F:33])=[CH:27][CH:26]=4)[CH:21]=3)[CH:16]=[C:11]2[N:10]=1. (2) Given the reactants S(Cl)(Cl)=O.[Cl:5][C:6]1[CH:7]=[C:8]([C:16]([OH:18])=[O:17])[C:9]2[N:10]([C:12]([CH3:15])=[N:13][N:14]=2)[N:11]=1.[CH3:19]O, predict the reaction product. The product is: [Cl:5][C:6]1[CH:7]=[C:8]([C:16]([O:18][CH3:19])=[O:17])[C:9]2[N:10]([C:12]([CH3:15])=[N:13][N:14]=2)[N:11]=1. (3) Given the reactants Cl.[CH3:2][O:3][C:4]1[CH:5]=[C:6]([S:12]([N:15]2[CH2:20][C@H:19]([CH3:21])[NH:18][CH2:17][C@@H:16]2[CH3:22])(=[O:14])=[O:13])[CH:7]=[CH:8][C:9]=1[O:10][CH3:11].CCN(C(C)C)C(C)C.[F:32][C:33]1[CH:34]=[C:35]([S:41](Cl)(=[O:43])=[O:42])[CH:36]=[CH:37][C:38]=1[O:39][CH3:40], predict the reaction product. The product is: [CH3:2][O:3][C:4]1[CH:5]=[C:6]([S:12]([N:15]2[CH2:20][C@H:19]([CH3:21])[N:18]([S:41]([C:35]3[CH:36]=[CH:37][C:38]([O:39][CH3:40])=[C:33]([F:32])[CH:34]=3)(=[O:42])=[O:43])[CH2:17][C@@H:16]2[CH3:22])(=[O:13])=[O:14])[CH:7]=[CH:8][C:9]=1[O:10][CH3:11]. (4) Given the reactants Cl[C:2]1[C:11]2[C:6](=[CH:7][CH:8]=[C:9]([CH3:12])[CH:10]=2)[N:5]=[CH:4][C:3]=1[N+:13]([O-:15])=[O:14].[NH2:16][C:17]1[CH:22]=[CH:21][C:20]([C:23]([CH3:27])([CH3:26])[C:24]#[N:25])=[CH:19][CH:18]=1.O, predict the reaction product. The product is: [CH3:27][C:23]([C:20]1[CH:19]=[CH:18][C:17]([NH:16][C:2]2[C:11]3[C:6](=[CH:7][CH:8]=[C:9]([CH3:12])[CH:10]=3)[N:5]=[CH:4][C:3]=2[N+:13]([O-:15])=[O:14])=[CH:22][CH:21]=1)([CH3:26])[C:24]#[N:25].